Dataset: Catalyst prediction with 721,799 reactions and 888 catalyst types from USPTO. Task: Predict which catalyst facilitates the given reaction. (1) Product: [CH2:1]([S:3]([C:6]1[CH:11]=[CH:10][C:9]([C:12]2[C:17]([F:18])=[CH:16][CH:15]=[C:14]([C:23]3[C:24]4[N:31]=[CH:30][N:29]([CH:32]([CH3:34])[CH3:33])[C:25]=4[N:26]=[N:27][CH:28]=3)[CH:13]=2)=[CH:8][CH:7]=1)(=[O:5])=[O:4])[CH3:2]. The catalyst class is: 38. Reactant: [CH2:1]([S:3]([C:6]1[CH:11]=[CH:10][C:9]([C:12]2[C:17]([F:18])=[CH:16][CH:15]=[C:14](B(O)O)[CH:13]=2)=[CH:8][CH:7]=1)(=[O:5])=[O:4])[CH3:2].Cl[C:23]1[C:24]2[N:31]=[CH:30][N:29]([CH:32]([CH3:34])[CH3:33])[C:25]=2[N:26]=[N:27][CH:28]=1.P([O-])([O-])[O-].[K+].[K+].[K+].C1(P(C2CCCCC2)C2CCCCC2)CCCCC1. (2) The catalyst class is: 46. Product: [C:1]([N:21]([CH2:22][C@H:23]1[CH2:28][CH2:27][CH2:26][C@@H:25]([O:29][CH2:30][C:31]2[N:32]=[C:33]([C:37]3[CH:38]=[CH:39][C:40]([CH3:43])=[CH:41][CH:42]=3)[O:34][C:35]=2[CH3:36])[CH2:24]1)[C@@H:13]([CH:12]([CH3:44])[CH3:11])[C:14]([OH:16])=[O:15])(=[O:3])[CH3:2]. Reactant: [C:1](Cl)(=[O:3])[CH3:2].N1C=CC=CC=1.[CH3:11][CH:12]([CH3:44])[C@H:13]([NH:21][CH2:22][C@H:23]1[CH2:28][CH2:27][CH2:26][C@@H:25]([O:29][CH2:30][C:31]2[N:32]=[C:33]([C:37]3[CH:42]=[CH:41][C:40]([CH3:43])=[CH:39][CH:38]=3)[O:34][C:35]=2[CH3:36])[CH2:24]1)[C:14]([O:16]C(C)(C)C)=[O:15]. (3) Reactant: C[Mg]Br.[O:4]1[C:8]2([CH2:13][CH2:12][N:11]([C:14]([C:18]3[CH:23]=[CH:22][CH:21]=[C:20]([C:24]([F:27])([F:26])[F:25])[CH:19]=3)([CH3:17])[C:15]#N)[CH2:10][CH2:9]2)[O:7][CH2:6][CH2:5]1.[NH4+].[Cl-]. Product: [F:26][C:24]([F:25])([F:27])[C:20]1[CH:19]=[C:18]([C:14]([N:11]2[CH2:10][CH2:9][C:8]3([O:4][CH2:5][CH2:6][O:7]3)[CH2:13][CH2:12]2)([CH3:15])[CH3:17])[CH:23]=[CH:22][CH:21]=1. The catalyst class is: 1. (4) Reactant: [C:1]([CH2:3][C:4]([OH:6])=O)#[N:2].CN(C(ON1N=NC2C=CC=NC1=2)=[N+](C)C)C.F[P-](F)(F)(F)(F)F.[Cl:31][C:32]1[CH:70]=[CH:69][C:35]([C:36]([NH:38][C:39]2[N:43]([CH2:44][CH:45]3[CH2:49][CH2:48][CH2:47][NH:46]3)[C:42]3[CH:50]=[CH:51][C:52]([CH2:54][N:55]([C@H:63]([C:65]([CH3:68])([CH3:67])[CH3:66])[CH3:64])[C:56](=[O:62])[O:57][C:58]([CH3:61])([CH3:60])[CH3:59])=[CH:53][C:41]=3[N:40]=2)=[O:37])=[CH:34][CH:33]=1.CCN(C(C)C)C(C)C. Product: [Cl:31][C:32]1[CH:33]=[CH:34][C:35]([C:36]([NH:38][C:39]2[N:43]([CH2:44][CH:45]3[CH2:49][CH2:48][CH2:47][N:46]3[C:4](=[O:6])[CH2:3][C:1]#[N:2])[C:42]3[CH:50]=[CH:51][C:52]([CH2:54][N:55]([C@H:63]([C:65]([CH3:68])([CH3:67])[CH3:66])[CH3:64])[C:56](=[O:62])[O:57][C:58]([CH3:60])([CH3:61])[CH3:59])=[CH:53][C:41]=3[N:40]=2)=[O:37])=[CH:69][CH:70]=1. The catalyst class is: 18.